From a dataset of Forward reaction prediction with 1.9M reactions from USPTO patents (1976-2016). Predict the product of the given reaction. (1) Given the reactants [CH2:1]([O:8][C@H:9]([C@@H:13]([OH:17])[C:14]([OH:16])=[O:15])[C:10]([OH:12])=[O:11])[C:2]1[CH:7]=[CH:6][CH:5]=[CH:4][CH:3]=1.CO[C:20](OC)([CH3:22])[CH3:21].O.CC1C=CC(S(O)(=O)=O)=CC=1.C([O-])(O)=O.[Na+], predict the reaction product. The product is: [CH2:1]([O:8][C@H:9]([C@@H:13]1[C:14](=[O:16])[O:15][C:20]([CH3:22])([CH3:21])[O:17]1)[C:10]([OH:12])=[O:11])[C:2]1[CH:3]=[CH:4][CH:5]=[CH:6][CH:7]=1. (2) Given the reactants CN(C)C1N=C2C=CC(N)=CN2N=1.[CH2:14]([O:16][C:17]([C:19]1[CH:20]=[N:21][N:22]([CH3:42])[C:23]=1[C:24](=[O:41])[NH:25][C:26]1[CH:27]=[CH:28][C:29]2[N:30]([N:32]=[C:33]([N:35]3[CH2:40]COC[CH2:36]3)[N:34]=2)[CH:31]=1)=[O:18])[CH3:15], predict the reaction product. The product is: [CH2:14]([O:16][C:17]([C:19]1[CH:20]=[N:21][N:22]([CH3:42])[C:23]=1[C:24](=[O:41])[NH:25][C:26]1[CH:27]=[CH:28][C:29]2[N:30]([N:32]=[C:33]([N:35]([CH3:36])[CH3:40])[N:34]=2)[CH:31]=1)=[O:18])[CH3:15]. (3) Given the reactants C[O:2][C:3]([CH:5]1[C:9]([C:11]2[CH:16]=[CH:15][C:14]([Cl:17])=[CH:13][CH:12]=2)([CH3:10])[CH2:8][N:7]([CH2:18][C:19]2[CH:24]=[CH:23][CH:22]=[CH:21][CH:20]=2)[CH2:6]1)=[O:4].[Li+].[OH-].CO, predict the reaction product. The product is: [CH2:18]([N:7]1[CH2:8][C:9]([C:11]2[CH:12]=[CH:13][C:14]([Cl:17])=[CH:15][CH:16]=2)([CH3:10])[CH:5]([C:3]([OH:4])=[O:2])[CH2:6]1)[C:19]1[CH:24]=[CH:23][CH:22]=[CH:21][CH:20]=1. (4) Given the reactants [CH:1]1([S:4]([C:7]2[CH:12]=[CH:11][C:10]([CH:13]([O:17][CH:18]3[CH2:23][CH2:22][O:21][CH2:20][CH2:19]3)[C:14]([OH:16])=O)=[CH:9][CH:8]=2)(=[O:6])=[O:5])[CH2:3][CH2:2]1.[CH2:24]([O:26][C:27]([CH:29]1[CH2:38][CH2:37][C:32]2[N:33]=[C:34]([NH2:36])[S:35][C:31]=2[CH2:30]1)=[O:28])C.C1C=CC2N(O)N=NC=2C=1.CCN=C=NCCCN(C)C.CN1CCOCC1, predict the reaction product. The product is: [CH:1]1([S:4]([C:7]2[CH:12]=[CH:11][C:10]([CH:13]([O:17][CH:18]3[CH2:23][CH2:22][O:21][CH2:20][CH2:19]3)[C:14]([NH:36][C:34]3[S:35][C:31]4[CH2:30][CH:29]([C:27]([O:26][CH3:24])=[O:28])[CH2:38][CH2:37][C:32]=4[N:33]=3)=[O:16])=[CH:9][CH:8]=2)(=[O:6])=[O:5])[CH2:2][CH2:3]1. (5) Given the reactants [Br:1]N1C(=O)CCC1=O.[Cl:9][C:10]1[CH:15]=[C:14]([O:16][CH3:17])[CH:13]=[CH:12][C:11]=1[C:18]1[N:19]=[C:20]2[C:25]([CH3:26])=[CH:24][C:23]([CH:27]([CH2:30][CH3:31])[CH2:28][CH3:29])=[CH:22][N:21]2[CH:32]=1, predict the reaction product. The product is: [Br:1][C:32]1[N:21]2[CH:22]=[C:23]([CH:27]([CH2:30][CH3:31])[CH2:28][CH3:29])[CH:24]=[C:25]([CH3:26])[C:20]2=[N:19][C:18]=1[C:11]1[CH:12]=[CH:13][C:14]([O:16][CH3:17])=[CH:15][C:10]=1[Cl:9]. (6) Given the reactants [F:1][C:2]1[C:7]([C:8]2[NH:12][CH:11]=[C:10]([C:13](OCC)=[O:14])[C:9]=2[CH3:18])=[CH:6][CH:5]=[CH:4][N:3]=1.C1(C)C=CC=CC=1.[H-].C([Al+]CC(C)C)C(C)C.O, predict the reaction product. The product is: [F:1][C:2]1[C:7]([C:8]2[NH:12][CH:11]=[C:10]([CH2:13][OH:14])[C:9]=2[CH3:18])=[CH:6][CH:5]=[CH:4][N:3]=1.